From a dataset of Forward reaction prediction with 1.9M reactions from USPTO patents (1976-2016). Predict the product of the given reaction. (1) Given the reactants [Cl:1][C:2]1[CH:45]=[CH:44][CH:43]=[CH:42][C:3]=1[O:4][CH2:5][CH2:6][CH2:7][O:8][C:9]1[CH:14]=[CH:13][C:12]([CH:15]2[CH2:20][CH2:19][N:18]([C:21]([O:23][C:24]([CH3:27])([CH3:26])[CH3:25])=[O:22])[CH2:17][CH:16]2[O:28][CH2:29][CH2:30][O:31]S(C2C=CC(C)=CC=2)(=O)=O)=[CH:11][CH:10]=1.O[C:47]1[CH:52]=[CH:51][CH:50]=[CH:49][C:48]=1[CH2:53][CH2:54][NH:55][C:56](=[O:58])[CH3:57], predict the reaction product. The product is: [C:56]([NH:55][CH2:54][CH2:53][C:48]1[CH:49]=[CH:50][CH:51]=[CH:52][C:47]=1[O:31][CH2:30][CH2:29][O:28][CH:16]1[CH:15]([C:12]2[CH:13]=[CH:14][C:9]([O:8][CH2:7][CH2:6][CH2:5][O:4][C:3]3[CH:42]=[CH:43][CH:44]=[CH:45][C:2]=3[Cl:1])=[CH:10][CH:11]=2)[CH2:20][CH2:19][N:18]([C:21]([O:23][C:24]([CH3:25])([CH3:27])[CH3:26])=[O:22])[CH2:17]1)(=[O:58])[CH3:57]. (2) Given the reactants [Br:1][C:2]1[C:7]([CH3:8])=[CH:6][C:5]([S:9]C(=O)N(C)C)=[CH:4][C:3]=1[CH3:15].C[O-].[Na+].Cl, predict the reaction product. The product is: [Br:1][C:2]1[C:7]([CH3:8])=[CH:6][C:5]([SH:9])=[CH:4][C:3]=1[CH3:15]. (3) Given the reactants [F:1][C:2]1[CH:3]=[C:4]([NH:31][C:32]([NH:34][C:35](=[O:43])[CH2:36][C:37]2[CH:42]=[CH:41][CH:40]=[CH:39][CH:38]=2)=[S:33])[CH:5]=[CH:6][C:7]=1[O:8][C:9]1[CH:14]=[CH:13][N:12]=[C:11]2[CH:15]=[C:16]([C:18]3[CH:23]=[CH:22][C:21]([CH2:24][N:25]4[CH2:30][CH2:29][NH:28][CH2:27][CH2:26]4)=[CH:20][CH:19]=3)[S:17][C:10]=12.CCN(CC)CC.[N:51]([CH3:54])=[C:52]=[O:53], predict the reaction product. The product is: [F:1][C:2]1[CH:3]=[C:4]([NH:31][C:32]([NH:34][C:35](=[O:43])[CH2:36][C:37]2[CH:42]=[CH:41][CH:40]=[CH:39][CH:38]=2)=[S:33])[CH:5]=[CH:6][C:7]=1[O:8][C:9]1[CH:14]=[CH:13][N:12]=[C:11]2[CH:15]=[C:16]([C:18]3[CH:19]=[CH:20][C:21]([CH2:24][N:25]4[CH2:30][CH2:29][N:28]([C:52]([NH:51][CH3:54])=[O:53])[CH2:27][CH2:26]4)=[CH:22][CH:23]=3)[S:17][C:10]=12. (4) Given the reactants I[C:2]1[CH:7]=[CH:6][C:5]([I:8])=[CH:4][CH:3]=1.[CH:9]1[C:21]2[NH:20][C:19]3[C:14](=[CH:15][CH:16]=[CH:17][CH:18]=3)[C:13]=2[CH:12]=[CH:11][CH:10]=1.C(=O)([O-])[O-].[K+].[K+].C1(C)C=C(C)C=C(C)C=1, predict the reaction product. The product is: [I:8][C:5]1[CH:6]=[CH:7][C:2]([N:20]2[C:21]3[CH:9]=[CH:10][CH:11]=[CH:12][C:13]=3[C:14]3[C:19]2=[CH:18][CH:17]=[CH:16][CH:15]=3)=[CH:3][CH:4]=1. (5) Given the reactants [CH3:1][S:2](Cl)(=[O:4])=[O:3].[CH:6]([O:9][C:10](=[O:37])[CH2:11][CH:12]([CH:21]1[CH2:26][CH2:25][N:24](C(OCC2C=CC=CC=2)=O)[CH2:23][CH2:22]1)[C:13]1[CH:18]=[C:17]([F:19])[CH:16]=[C:15]([F:20])[CH:14]=1)([CH3:8])[CH3:7].C(N(CC)CC)C, predict the reaction product. The product is: [CH:6]([O:9][C:10](=[O:37])[CH2:11][CH:12]([CH:21]1[CH2:22][CH2:23][N:24]([S:2]([CH3:1])(=[O:4])=[O:3])[CH2:25][CH2:26]1)[C:13]1[CH:18]=[C:17]([F:19])[CH:16]=[C:15]([F:20])[CH:14]=1)([CH3:8])[CH3:7].